This data is from Full USPTO retrosynthesis dataset with 1.9M reactions from patents (1976-2016). The task is: Predict the reactants needed to synthesize the given product. (1) The reactants are: [C:1]([C:4]1[CH:9]=[CH:8][CH:7]=[CH:6][CH:5]=1)(=O)[CH3:2].[C:10]([CH2:12][C:13]([O:15][CH2:16][CH3:17])=[O:14])#[N:11].C([O-])(=O)C.[NH4+].C(O)(=O)C. Given the product [CH2:16]([O:15][C:13](=[O:14])[C:12]([C:10]#[N:11])=[C:1]([C:4]1[CH:9]=[CH:8][CH:7]=[CH:6][CH:5]=1)[CH3:2])[CH3:17], predict the reactants needed to synthesize it. (2) Given the product [Cl:1][C:2]1[N:3]([CH2:11][OH:12])[N:4]=[C:5]2[C:10]=1[CH:9]=[CH:8][CH:7]=[CH:6]2, predict the reactants needed to synthesize it. The reactants are: [Cl:1][C:2]1[NH:3][N:4]=[C:5]2[C:10]=1[CH:9]=[CH:8][CH:7]=[CH:6]2.[CH2:11]=[O:12]. (3) Given the product [C:1]([N:4]([C:30]1[CH:31]=[CH:32][C:33]([Cl:36])=[CH:34][CH:35]=1)[C@H:5]1[C:14]2[C:9](=[CH:10][CH:11]=[CH:12][CH:13]=2)[N:8]([C:15]([C:17]2[CH:18]=[CH:19][C:20]([NH:23][CH2:24][CH2:25][C:26]([NH2:43])=[O:27])=[CH:21][CH:22]=2)=[O:16])[C@@H:7]([CH3:29])[CH2:6]1)(=[O:3])[CH3:2], predict the reactants needed to synthesize it. The reactants are: [C:1]([N:4]([C:30]1[CH:35]=[CH:34][C:33]([Cl:36])=[CH:32][CH:31]=1)[C@H:5]1[C:14]2[C:9](=[CH:10][CH:11]=[CH:12][CH:13]=2)[N:8]([C:15]([C:17]2[CH:22]=[CH:21][C:20]([NH:23][CH2:24][CH2:25][C:26](O)=[O:27])=[CH:19][CH:18]=2)=[O:16])[C@@H:7]([CH3:29])[CH2:6]1)(=[O:3])[CH3:2].C1C=CC2N(O)N=[N:43]C=2C=1.CN(C(ON1N=NC2C=CC=NC1=2)=[N+](C)C)C.F[P-](F)(F)(F)(F)F.C(N(C(C)C)CC)(C)C.[Cl-].[NH4+]. (4) Given the product [CH3:18][C:19]1[C:23]([C:24]([N:26]2[CH2:27][CH2:28][N:29]([CH3:32])[CH2:30][CH2:31]2)=[O:25])=[C:22]([CH3:33])[NH:21][C:20]=1[CH:34]=[C:10]1[C:9]2[C:13](=[CH:14][CH:15]=[CH:16][C:8]=2[C:5]2[CH:4]=[CH:3][C:2]([F:1])=[CH:7][CH:6]=2)[NH:12][C:11]1=[O:17], predict the reactants needed to synthesize it. The reactants are: [F:1][C:2]1[CH:7]=[CH:6][C:5]([C:8]2[CH:16]=[CH:15][CH:14]=[C:13]3[C:9]=2[CH2:10][C:11](=[O:17])[NH:12]3)=[CH:4][CH:3]=1.[CH3:18][C:19]1[C:23]([C:24]([N:26]2[CH2:31][CH2:30][N:29]([CH3:32])[CH2:28][CH2:27]2)=[O:25])=[C:22]([CH3:33])[NH:21][C:20]=1[CH:34]=O. (5) Given the product [C:8]1([NH:7][C:1]2[CH:2]=[CH:3][CH:4]=[CH:5][C:6]=2[C:25]([OH:24])([CH3:26])[CH3:18])[CH:9]=[CH:14][CH:15]=[CH:16][CH:17]=1, predict the reactants needed to synthesize it. The reactants are: [C:1]1([NH:7][C:8]2[CH:17]=[CH:16][CH:15]=[CH:14][C:9]=2C(OC)=O)[CH:6]=[CH:5][CH:4]=[CH:3][CH:2]=1.[CH3:18][Li].C(OC[O:24][CH2:25][CH3:26])C.